The task is: Predict the product of the given reaction.. This data is from Forward reaction prediction with 1.9M reactions from USPTO patents (1976-2016). (1) Given the reactants I[C:2]1[CH:7]=[CH:6][C:5]([O:8][CH3:9])=[CH:4][CH:3]=1.[CH2:10]=[CH:11][C:12]1[CH:17]=[CH:16][CH:15]=[CH:14][CH:13]=1.C(N(CC)CC)C, predict the reaction product. The product is: [CH3:9][O:8][C:5]1[CH:6]=[CH:7][C:2](/[CH:10]=[CH:11]/[C:12]2[CH:17]=[CH:16][CH:15]=[CH:14][CH:13]=2)=[CH:3][CH:4]=1. (2) The product is: [CH2:1]([C:3]1[CH:4]=[C:5]2[C:10](=[CH:11][CH:12]=1)[N:9]1[C:13]([CH2:16][CH2:17][C:18]([OH:20])=[O:19])=[N:14][CH:15]=[C:8]1[C:7](=[O:23])[NH:6]2)[CH3:2]. Given the reactants [CH2:1]([C:3]1[CH:4]=[C:5]2[C:10](=[CH:11][CH:12]=1)[N:9]1[C:13]([CH2:16][CH2:17][C:18]([O:20]CC)=[O:19])=[N:14][CH:15]=[C:8]1[C:7](=[O:23])[NH:6]2)[CH3:2].Cl, predict the reaction product.